This data is from Forward reaction prediction with 1.9M reactions from USPTO patents (1976-2016). The task is: Predict the product of the given reaction. (1) Given the reactants Cl.[NH2:2][C:3]([NH2:5])=[NH:4].[H-].[Na+].[C:8]([O:12][C:13](=[O:40])[CH2:14][N:15]([S:25]([C:28]1[CH:37]=[C:36]2[C:31]([C:32]([Cl:39])=[CH:33][N:34]=[C:35]2[Cl:38])=[CH:30][CH:29]=1)(=[O:27])=[O:26])[CH2:16][C:17]1[CH:22]=[CH:21][CH:20]=[C:19]([O:23][CH3:24])[CH:18]=1)([CH3:11])([CH3:10])[CH3:9].O, predict the reaction product. The product is: [ClH:38].[C:8]([O:12][C:13](=[O:40])[CH2:14][N:15]([S:25]([C:28]1[CH:37]=[C:36]2[C:31]([C:32]([Cl:39])=[CH:33][N:34]=[C:35]2[NH:4][C:3]([NH2:5])=[NH:2])=[CH:30][CH:29]=1)(=[O:26])=[O:27])[CH2:16][C:17]1[CH:22]=[CH:21][CH:20]=[C:19]([O:23][CH3:24])[CH:18]=1)([CH3:11])([CH3:9])[CH3:10]. (2) Given the reactants [Si:1]([O:8][CH2:9][C:10](=[CH2:24])[CH2:11][NH:12][CH2:13][C:14]1[CH:19]=[CH:18][C:17]([O:20][CH3:21])=[CH:16][C:15]=1[O:22][CH3:23])([C:4]([CH3:7])([CH3:6])[CH3:5])([CH3:3])[CH3:2].C(N(CC)CC)C.O=C1CCC(=O)N1[O:39][C:40](=O)[CH:41]=[N+:42]=[N-:43], predict the reaction product. The product is: [Si:1]([O:8][CH2:9][C:10](=[CH2:24])[CH2:11][N:12]([CH2:13][C:14]1[CH:19]=[CH:18][C:17]([O:20][CH3:21])=[CH:16][C:15]=1[O:22][CH3:23])[C:40](=[O:39])[CH:41]=[N+:42]=[N-:43])([C:4]([CH3:5])([CH3:6])[CH3:7])([CH3:2])[CH3:3]. (3) Given the reactants [CH3:1][C:2]1[C:6]([C:7]2[C:16]3[O:15][CH2:14][C:13]([CH2:23][NH:24]C(=O)C)([C:17]4[CH:22]=[CH:21][CH:20]=[CH:19][N:18]=4)[N:12]4[C:28](=[O:30])[NH:29][C:10]([C:11]=34)=[CH:9][CH:8]=2)=[C:5]([CH3:31])[O:4][N:3]=1.Cl, predict the reaction product. The product is: [NH2:24][CH2:23][C:13]1([C:17]2[CH:22]=[CH:21][CH:20]=[CH:19][N:18]=2)[N:12]2[C:28](=[O:30])[NH:29][C:10]3=[CH:9][CH:8]=[C:7]([C:6]4[C:2]([CH3:1])=[N:3][O:4][C:5]=4[CH3:31])[C:16](=[C:11]23)[O:15][CH2:14]1. (4) The product is: [Br:1][C:2]1[CH:3]=[CH:4][C:5]2[N:11]3[CH:12]=[N:13][C:14]([C:15]([OH:17])=[O:16])=[C:10]3[CH2:9][N:8]=[C:7]([C:20]3[CH:25]=[CH:24][CH:23]=[CH:22][CH:21]=3)[C:6]=2[CH:26]=1. Given the reactants [Br:1][C:2]1[CH:3]=[CH:4][C:5]2[N:11]3[CH:12]=[N:13][C:14]([C:15]([O:17]CC)=[O:16])=[C:10]3[CH2:9][N:8]=[C:7]([C:20]3[CH:25]=[CH:24][CH:23]=[CH:22][CH:21]=3)[C:6]=2[CH:26]=1.[OH-].[Na+], predict the reaction product. (5) Given the reactants C(OC(=O)[NH:7][C:8]([CH3:42])([C:23]1[NH:24][C:25]([C:28]2[CH:33]=[CH:32][C:31]([CH2:34][CH2:35][CH2:36][CH2:37][CH2:38][CH2:39][CH2:40][CH3:41])=[CH:30][CH:29]=2)=[CH:26][N:27]=1)[CH2:9][O:10][P:11]([O:18]C(C)(C)C)([O:13]C(C)(C)C)=[O:12])(C)(C)C.FC(F)(F)C(O)=O, predict the reaction product. The product is: [NH2:7][C:8]([C:23]1[NH:24][C:25]([C:28]2[CH:29]=[CH:30][C:31]([CH2:34][CH2:35][CH2:36][CH2:37][CH2:38][CH2:39][CH2:40][CH3:41])=[CH:32][CH:33]=2)=[CH:26][N:27]=1)([CH3:42])[CH2:9][O:10][P:11](=[O:12])([OH:18])[OH:13]. (6) The product is: [CH3:25][O:24][C:23](=[O:26])[CH2:22][C:5]1([CH2:4][C:3](=[O:27])[O:2][CH3:1])[O:9][N:8]=[C:7]([C:10]2[CH:15]=[C:14]([OH:16])[CH:13]=[CH:12][C:11]=2[CH2:17][CH2:18][C:19]([N:28]2[CH2:33][CH2:32][CH:31]([C:34]([O:36][CH2:37][CH3:38])=[O:35])[CH2:30][CH2:29]2)=[O:20])[CH2:6]1. Given the reactants [CH3:1][O:2][C:3](=[O:27])[CH2:4][C:5]1([CH2:22][C:23](=[O:26])[O:24][CH3:25])[O:9][N:8]=[C:7]([C:10]2[CH:15]=[C:14]([OH:16])[CH:13]=[CH:12][C:11]=2[CH2:17][CH2:18][C:19](O)=[O:20])[CH2:6]1.[NH:28]1[CH2:33][CH2:32][CH:31]([C:34]([O:36][CH2:37][CH3:38])=[O:35])[CH2:30][CH2:29]1.CCN=C=NCCCN(C)C.C1C=CC2N(O)N=NC=2C=1, predict the reaction product. (7) Given the reactants [F:1][C:2]([F:36])([C:14]([F:35])([F:34])[C:15]([F:33])([F:32])[C:16]([F:31])([F:30])[C:17]([F:29])([F:28])[C:18]([F:27])([F:26])[C:19]([F:25])([F:24])[C:20]([F:23])([F:22])[F:21])[CH2:3][CH2:4][C:5]([O:8][C:9](=[O:13])N(C)C)([CH3:7])[CH3:6].C(Cl)Cl.C(O)([C:42]([F:45])([F:44])[F:43])=O, predict the reaction product. The product is: [F:1][C:2]([F:36])([C:14]([F:35])([F:34])[C:15]([F:33])([F:32])[C:16]([F:31])([F:30])[C:17]([F:29])([F:28])[C:18]([F:27])([F:26])[C:19]([F:25])([F:24])[C:20]([F:23])([F:22])[F:21])[CH2:3][CH2:4][C:5]([O:8][C:9](=[O:13])[C:42]([F:45])([F:44])[F:43])([CH3:7])[CH3:6]. (8) Given the reactants [OH:1][CH2:2][CH2:3][N:4]1[CH:13]=[CH:12][C:11]2[N:10]=[C:9]([C:14]3[CH:19]=[CH:18][C:17]([CH2:20][OH:21])=[CH:16][CH:15]=3)[C:8]([C:22]3[CH:27]=[CH:26][CH:25]=[CH:24][CH:23]=3)=[CH:7][C:6]=2[C:5]1=[O:28], predict the reaction product. The product is: [OH:1][CH2:2][CH2:3][N:4]1[CH:13]=[CH:12][C:11]2[N:10]=[C:9]([C:14]3[CH:19]=[CH:18][C:17]([CH:20]=[O:21])=[CH:16][CH:15]=3)[C:8]([C:22]3[CH:27]=[CH:26][CH:25]=[CH:24][CH:23]=3)=[CH:7][C:6]=2[C:5]1=[O:28].